Dataset: Full USPTO retrosynthesis dataset with 1.9M reactions from patents (1976-2016). Task: Predict the reactants needed to synthesize the given product. (1) Given the product [Br:29][CH2:28][CH2:27][O:7][C:4]1[CH:3]=[CH:2][C:1]([C:8]2[CH:13]=[CH:12][CH:11]=[CH:10][CH:9]=2)=[CH:6][CH:5]=1, predict the reactants needed to synthesize it. The reactants are: [C:1]1([C:8]2[CH:13]=[CH:12][CH:11]=[CH:10][CH:9]=2)[CH:6]=[CH:5][C:4]([OH:7])=[CH:3][CH:2]=1.C(OC(=O)[C@@H](OC)CC1C=CC(O[CH2:27][CH2:28][Br:29])=CC=1)C. (2) Given the product [CH3:38][NH:39][C:25]([C:24]1[CH:23]=[C:22]2[C:17]([CH:18]=[CH:19][C:20]([C:28]([F:29])([F:30])[F:31])=[N:21]2)=[C:16]([O:32][CH3:33])[C:15]=1[NH:14][C:13]([C:12]1[N:8]([C:3]2[C:2]([Cl:1])=[CH:7][CH:6]=[CH:5][N:4]=2)[N:9]=[C:10]([C:34]([F:35])([F:37])[F:36])[CH:11]=1)=[O:26])=[O:27], predict the reactants needed to synthesize it. The reactants are: [Cl:1][C:2]1[C:3]([N:8]2[C:12]([C:13]3[O:26][C:25](=[O:27])[C:24]4[C:15](=[C:16]([O:32][CH3:33])[C:17]5[C:22]([CH:23]=4)=[N:21][C:20]([C:28]([F:31])([F:30])[F:29])=[CH:19][CH:18]=5)[N:14]=3)=[CH:11][C:10]([C:34]([F:37])([F:36])[F:35])=[N:9]2)=[N:4][CH:5]=[CH:6][CH:7]=1.[CH3:38][NH2:39]. (3) Given the product [CH:23]1([N:26]2[CH2:27][CH2:28][N:29]([CH2:32][C:33]3[C:34]([CH3:41])=[C:35](/[CH:39]=[C:16]4\[C:17](=[O:22])[NH:18][C:19]5[C:15]\4=[CH:14][C:13]([S:10]([CH2:9][C:3]4[C:2]([Cl:1])=[CH:7][CH:6]=[CH:5][C:4]=4[Cl:8])(=[O:12])=[O:11])=[CH:21][CH:20]=5)[NH:36][C:37]=3[CH3:38])[CH2:30][CH2:31]2)[CH2:24][CH2:25]1, predict the reactants needed to synthesize it. The reactants are: [Cl:1][C:2]1[CH:7]=[CH:6][CH:5]=[C:4]([Cl:8])[C:3]=1[CH2:9][S:10]([C:13]1[CH:14]=[C:15]2[C:19](=[CH:20][CH:21]=1)[NH:18][C:17](=[O:22])[CH2:16]2)(=[O:12])=[O:11].[CH:23]1([N:26]2[CH2:31][CH2:30][N:29]([CH2:32][C:33]3[C:34]([CH3:41])=[C:35]([CH:39]=O)[NH:36][C:37]=3[CH3:38])[CH2:28][CH2:27]2)[CH2:25][CH2:24]1. (4) Given the product [CH3:41][S:42]([OH:45])(=[O:44])=[O:43].[CH:1]1([C:4]([NH:6][C:7]2[N:8]=[C:9]3[CH:14]=[CH:13][C:12]([O:15][C:16]4[CH:21]=[CH:20][C:19]([NH:22][C:23]([C:25]5[C:26](=[O:38])[N:27]([C:32]6[CH:33]=[CH:34][CH:35]=[CH:36][CH:37]=6)[C:28]([CH3:31])=[CH:29][CH:30]=5)=[O:24])=[CH:18][C:17]=4[F:39])=[CH:11][N:10]3[CH:40]=2)=[O:5])[CH2:3][CH2:2]1, predict the reactants needed to synthesize it. The reactants are: [CH:1]1([C:4]([NH:6][C:7]2[N:8]=[C:9]3[CH:14]=[CH:13][C:12]([O:15][C:16]4[CH:21]=[CH:20][C:19]([NH:22][C:23]([C:25]5[C:26](=[O:38])[N:27]([C:32]6[CH:37]=[CH:36][CH:35]=[CH:34][CH:33]=6)[C:28]([CH3:31])=[CH:29][CH:30]=5)=[O:24])=[CH:18][C:17]=4[F:39])=[CH:11][N:10]3[CH:40]=2)=[O:5])[CH2:3][CH2:2]1.[CH3:41][S:42]([OH:45])(=[O:44])=[O:43].C(OCC)C. (5) Given the product [Cl:19][C:20]1[CH:21]=[C:22](/[C:27](/[C:28]([F:31])([F:29])[F:30])=[CH:11]\[C:12]([N:14]2[CH:15]=[CH:16][CH:17]=[CH:18]2)=[O:13])[CH:23]=[C:24]([Cl:26])[CH:25]=1, predict the reactants needed to synthesize it. The reactants are: [H-].[Na+].C(OP([CH2:11][C:12]([N:14]1[CH:18]=[CH:17][CH:16]=[CH:15]1)=[O:13])(OCC)=O)C.[Cl:19][C:20]1[CH:21]=[C:22]([C:27](=O)[C:28]([F:31])([F:30])[F:29])[CH:23]=[C:24]([Cl:26])[CH:25]=1. (6) Given the product [NH2:21][C:19]1[N:20]=[C:16]([C:13]2[CH:12]=[CH:11][C:10]([CH2:9][C@H:4]([O:3][CH2:1][CH3:2])[C:5]([O:7][CH3:8])=[O:6])=[CH:15][CH:14]=2)[N:17]([CH3:24])[N:18]=1, predict the reactants needed to synthesize it. The reactants are: [CH2:1]([O:3][C@@H:4]([CH2:9][C:10]1[CH:15]=[CH:14][C:13]([C:16]2[N:17]([CH3:24])[N:18]=[C:19]([N+:21]([O-])=O)[N:20]=2)=[CH:12][CH:11]=1)[C:5]([O:7][CH3:8])=[O:6])[CH3:2].